This data is from Full USPTO retrosynthesis dataset with 1.9M reactions from patents (1976-2016). The task is: Predict the reactants needed to synthesize the given product. (1) Given the product [CH2:33]([C@@H:2]([CH2:3][C@H:4]([OH:32])[C@H:5]([CH2:6][C:7]1[CH:12]=[CH:11][C:10]([C:13]2[CH:18]=[CH:17][CH:16]=[CH:15][N:14]=2)=[CH:9][CH:8]=1)[NH:19][C:20](=[O:21])[C@H:22]([C:23]([CH3:25])([CH3:26])[CH3:24])[NH:27][C:28](=[O:31])[O:29][CH3:30])[NH:1][C:46](=[O:47])[C@@H:45]([NH:44][C:42](=[O:43])[O:41][CH3:40])[C:49]([CH3:53])([S:51][CH3:52])[CH3:50])[C:34]1[CH:35]=[CH:36][CH:37]=[CH:38][CH:39]=1, predict the reactants needed to synthesize it. The reactants are: [NH2:1][C@@H:2]([CH2:33][C:34]1[CH:39]=[CH:38][CH:37]=[CH:36][CH:35]=1)[CH2:3][C@H:4]([OH:32])[C@@H:5]([NH:19][C:20]([C@@H:22]([NH:27][C:28](=[O:31])[O:29][CH3:30])[C:23]([CH3:26])([CH3:25])[CH3:24])=[O:21])[CH2:6][C:7]1[CH:12]=[CH:11][C:10]([C:13]2[CH:18]=[CH:17][CH:16]=[CH:15][N:14]=2)=[CH:9][CH:8]=1.[CH3:40][O:41][C:42]([NH:44][C@@H:45]([C:49]([CH3:53])([S:51][CH3:52])[CH3:50])[C:46](O)=[O:47])=[O:43].CCOP(ON1N=NC2C=CC=CC=2C1=O)(OCC)=O.C(N(CC)C(C)C)(C)C. (2) Given the product [Br:1][C:2]1[CH:11]=[C:10]2[C:5](=[CH:4][C:3]=1[O:17][CH2:19][CH2:20][CH2:21][CH3:22])[C:6]([CH3:15])([CH3:16])[CH2:7][CH:8]=[C:9]2[CH:12]([CH3:13])[CH3:14], predict the reactants needed to synthesize it. The reactants are: [Br:1][C:2]1[C:3]([OH:17])=[CH:4][C:5]2[C:6]([CH3:16])([CH3:15])[CH2:7][CH:8]=[C:9]([CH:12]([CH3:14])[CH3:13])[C:10]=2[CH:11]=1.I[CH2:19][CH2:20][CH2:21][CH3:22]. (3) Given the product [NH2:3][C:4]1[N:5]=[C:6]([C:24]2[CH:29]=[CH:28][CH:27]=[CH:26][CH:25]=2)[C:7]([C:14]2[CH:15]=[CH:16][C:17](=[O:23])[N:18]([CH:20]([CH3:22])[CH3:21])[N:19]=2)=[C:8]([O:23][CH2:17][CH2:16][CH3:15])[N:9]=1, predict the reactants needed to synthesize it. The reactants are: [H-].[Na+].[NH2:3][C:4]1[N:9]=[C:8](S(C)(=O)=O)[C:7]([C:14]2[CH:15]=[CH:16][C:17](=[O:23])[N:18]([CH:20]([CH3:22])[CH3:21])[N:19]=2)=[C:6]([C:24]2[CH:29]=[CH:28][CH:27]=[CH:26][CH:25]=2)[N:5]=1. (4) Given the product [I:10][C:8]1[S:7][C:6]([CH3:9])=[N:5][C:4]=1[CH2:3][O:2][CH3:1], predict the reactants needed to synthesize it. The reactants are: [CH3:1][O:2][CH2:3][C:4]1[N:5]=[C:6]([CH3:9])[S:7][CH:8]=1.[I:10]I. (5) Given the product [CH3:1][O:2][CH2:3][CH2:4][N:5]([CH3:18])[C:6]1[N:11]=[CH:10][C:9]([CH:12]([CH3:17])[C:13]([OH:15])=[O:14])=[CH:8][CH:7]=1, predict the reactants needed to synthesize it. The reactants are: [CH3:1][O:2][CH2:3][CH2:4][N:5]([CH3:18])[C:6]1[N:11]=[CH:10][C:9]([CH:12]([CH3:17])[C:13]([O:15]C)=[O:14])=[CH:8][CH:7]=1.[Li+].[OH-].Cl. (6) Given the product [C:3]([CH:4]1[CH:13]([C:14]([NH:16][C:17]2[CH:22]=[CH:21][CH:20]=[C:19]([O:23][CH3:24])[CH:18]=2)=[O:15])[C:12]2[C:7](=[CH:8][CH:9]=[CH:10][CH:11]=2)[C:6](=[O:25])[N:5]1[CH2:26][CH2:27][O:28][CH3:29])#[N:2], predict the reactants needed to synthesize it. The reactants are: O/[N:2]=[CH:3]/[CH:4]1[CH:13]([C:14]([NH:16][C:17]2[CH:22]=[CH:21][CH:20]=[C:19]([O:23][CH3:24])[CH:18]=2)=[O:15])[C:12]2[C:7](=[CH:8][CH:9]=[CH:10][CH:11]=2)[C:6](=[O:25])[N:5]1[CH2:26][CH2:27][O:28][CH3:29].